Dataset: NCI-60 drug combinations with 297,098 pairs across 59 cell lines. Task: Regression. Given two drug SMILES strings and cell line genomic features, predict the synergy score measuring deviation from expected non-interaction effect. (1) Drug 1: CC1=C(C(=CC=C1)Cl)NC(=O)C2=CN=C(S2)NC3=CC(=NC(=N3)C)N4CCN(CC4)CCO. Drug 2: CC1CC(C(C(C=C(C(C(C=CC=C(C(=O)NC2=CC(=O)C(=C(C1)C2=O)OC)C)OC)OC(=O)N)C)C)O)OC. Cell line: UACC62. Synergy scores: CSS=43.0, Synergy_ZIP=-2.83, Synergy_Bliss=-5.32, Synergy_Loewe=-6.47, Synergy_HSA=-3.16. (2) Synergy scores: CSS=44.1, Synergy_ZIP=-1.10, Synergy_Bliss=0.299, Synergy_Loewe=-9.35, Synergy_HSA=-2.60. Cell line: SR. Drug 2: CCCCCOC(=O)NC1=NC(=O)N(C=C1F)C2C(C(C(O2)C)O)O. Drug 1: C1CCC(C1)C(CC#N)N2C=C(C=N2)C3=C4C=CNC4=NC=N3. (3) Drug 1: CC1=CC2C(CCC3(C2CCC3(C(=O)C)OC(=O)C)C)C4(C1=CC(=O)CC4)C. Drug 2: C(CCl)NC(=O)N(CCCl)N=O. Cell line: NCI-H460. Synergy scores: CSS=5.91, Synergy_ZIP=-2.02, Synergy_Bliss=-0.122, Synergy_Loewe=1.28, Synergy_HSA=-0.103. (4) Drug 1: CC1C(C(=O)NC(C(=O)N2CCCC2C(=O)N(CC(=O)N(C(C(=O)O1)C(C)C)C)C)C(C)C)NC(=O)C3=C4C(=C(C=C3)C)OC5=C(C(=O)C(=C(C5=N4)C(=O)NC6C(OC(=O)C(N(C(=O)CN(C(=O)C7CCCN7C(=O)C(NC6=O)C(C)C)C)C)C(C)C)C)N)C. Drug 2: C1=NC2=C(N=C(N=C2N1C3C(C(C(O3)CO)O)F)Cl)N. Cell line: TK-10. Synergy scores: CSS=0.194, Synergy_ZIP=1.70, Synergy_Bliss=5.25, Synergy_Loewe=-6.24, Synergy_HSA=-2.87.